This data is from Kir2.1 potassium channel HTS with 301,493 compounds. The task is: Binary Classification. Given a drug SMILES string, predict its activity (active/inactive) in a high-throughput screening assay against a specified biological target. (1) The molecule is O(C(C)(C)C)C(=O)C(NC(=O)c1nc[nH]c1C(=O)N(CC)CC)Cc1ccccc1. The result is 0 (inactive). (2) The compound is O1CCC(NC(=O)C2CCCC2)c2c1cccc2. The result is 0 (inactive). (3) The drug is S1(=O)(=O)N(C(=O)c2c1cccc2)CC(=O)Nc1sc(nn1)C. The result is 0 (inactive). (4) The drug is Clc1c(c2nc(sc2)NC(=O)C2N3C(SC2)(CCC3=O)C)cccc1. The result is 0 (inactive). (5) The drug is O=C(NC(CCc1ccccc1)C)CNC(=O)c1cc(OCC)c(OCC)cc1. The result is 0 (inactive). (6) The drug is O=C(NCc1c(OC)cccc1)c1[nH]c(c(c1C)C(=O)C)C. The result is 0 (inactive).